This data is from Reaction yield outcomes from USPTO patents with 853,638 reactions. The task is: Predict the reaction yield, written as a fraction of the theoretical maximum amount of product (1.0 means a 100% yield; for example, 0.34 means a 34% yield). The reactants are Cl[C:2]1[C:3]([F:22])=[CH:4][N:5]2[C:10]([C:11]=1[CH3:12])=[C:9]([CH:13]1[CH2:15][CH2:14]1)[CH:8]=[C:7]([C:16]([O:18][CH2:19][CH3:20])=[O:17])[C:6]2=[O:21].CC1(C)C(C)(C)OB([C:31]2[CH:32]=[C:33]3[C:37](=[CH:38][CH:39]=2)[NH:36][N:35]=[CH:34]3)O1. No catalyst specified. The product is [NH:36]1[C:37]2[C:33](=[CH:32][C:31]([C:2]3[C:3]([F:22])=[CH:4][N:5]4[C:10]([C:11]=3[CH3:12])=[C:9]([CH:13]3[CH2:15][CH2:14]3)[CH:8]=[C:7]([C:16]([O:18][CH2:19][CH3:20])=[O:17])[C:6]4=[O:21])=[CH:39][CH:38]=2)[CH:34]=[N:35]1. The yield is 0.770.